From a dataset of Reaction yield outcomes from USPTO patents with 853,638 reactions. Predict the reaction yield, written as a fraction of the theoretical maximum amount of product (1.0 means a 100% yield; for example, 0.34 means a 34% yield). The reactants are [Cl:1][C:2]1[CH:9]=[C:8]([OH:10])[CH:7]=[C:6]([Cl:11])[C:3]=1[CH:4]=[O:5].[C:12](=O)([O-])[O-].[K+].[K+].CI. The catalyst is CN(C=O)C.O.C(OCC)(=O)C. The product is [Cl:1][C:2]1[CH:9]=[C:8]([O:10][CH3:12])[CH:7]=[C:6]([Cl:11])[C:3]=1[CH:4]=[O:5]. The yield is 0.870.